Dataset: TCR-epitope binding with 47,182 pairs between 192 epitopes and 23,139 TCRs. Task: Binary Classification. Given a T-cell receptor sequence (or CDR3 region) and an epitope sequence, predict whether binding occurs between them. The epitope is RQLLFVVEV. The TCR CDR3 sequence is CASSQAPGSYEQYF. Result: 1 (the TCR binds to the epitope).